From a dataset of Full USPTO retrosynthesis dataset with 1.9M reactions from patents (1976-2016). Predict the reactants needed to synthesize the given product. (1) Given the product [CH3:7][O:8][C:9]1[CH:10]=[C:11](/[CH:29]=[CH:32]/[C:33]([NH:35][C:36]2[CH:44]=[CH:43][CH:42]=[CH:41][C:37]=2[C:38]([OH:40])=[O:39])=[O:34])[CH:14]=[CH:15][C:16]=1[O:17][CH2:18][C:19]1[CH:28]=[CH:27][C:26]2[C:21](=[CH:22][CH:23]=[CH:24][CH:25]=2)[CH:20]=1, predict the reactants needed to synthesize it. The reactants are: N1CCCCC1.[CH3:7][O:8][C:9]1[CH:10]=[C:11]([CH:14]=[CH:15][C:16]=1[O:17][CH2:18][C:19]1[CH:28]=[CH:27][C:26]2[C:21](=[CH:22][CH:23]=[CH:24][CH:25]=2)[CH:20]=1)C=O.[C:29]([CH2:32][C:33]([NH:35][C:36]1[CH:44]=[CH:43][CH:42]=[CH:41][C:37]=1[C:38]([OH:40])=[O:39])=[O:34])(O)=O.CC(O)=O. (2) Given the product [OH:13][CH2:12][CH2:11][NH:10][C:6]1[C:7]([C:8]#[N:9])=[C:2]([N:34]2[CH2:35][CH2:36][CH:31]([C:25]3[CH:30]=[CH:29][CH:28]=[CH:27][CH:26]=3)[CH2:32][CH2:33]2)[N:3]=[C:4]([S:14][CH3:15])[N:5]=1, predict the reactants needed to synthesize it. The reactants are: Cl[C:2]1[C:7]([C:8]#[N:9])=[C:6]([NH:10][CH2:11][CH2:12][OH:13])[N:5]=[C:4]([S:14][CH3:15])[N:3]=1.C(N(C(C)C)C(C)C)C.[C:25]1([CH:31]2[CH2:36][CH2:35][NH:34][CH2:33][CH2:32]2)[CH:30]=[CH:29][CH:28]=[CH:27][CH:26]=1. (3) Given the product [CH3:23][C:16]1([CH3:15])[O:17][CH2:18][CH:19]([N:47]2[CH2:46][CH2:45][C:44]3[C:49](=[CH:50][CH:51]=[C:42]([C:39]4[N:38]=[C:37]([C:34]5[CH:35]=[CH:36][C:29]([O:28][CH:26]([CH3:27])[CH3:25])=[C:30]([CH:33]=5)[C:31]#[N:32])[O:41][N:40]=4)[C:43]=3[CH3:52])[CH2:48]2)[CH2:20][O:21]1, predict the reactants needed to synthesize it. The reactants are: C(O[BH-](OC(=O)C)OC(=O)C)(=O)C.[Na+].[CH3:15][C:16]1([CH3:23])[O:21][CH2:20][C:19](=O)[CH2:18][O:17]1.Cl.[CH3:25][CH:26]([O:28][C:29]1[CH:36]=[CH:35][C:34]([C:37]2[O:41][N:40]=[C:39]([C:42]3[C:43]([CH3:52])=[C:44]4[C:49](=[CH:50][CH:51]=3)[CH2:48][NH:47][CH2:46][CH2:45]4)[N:38]=2)=[CH:33][C:30]=1[C:31]#[N:32])[CH3:27].C(=O)([O-])O.[Na+]. (4) Given the product [Cl:10][C:7]1[C:8]([CH3:9])=[C:3]([NH:23][C:20]2[CH:19]=[CH:18][C:17]([O:16][CH2:15][CH3:14])=[CH:22][CH:21]=2)[C:4]2[N:5]([CH:11]=[CH:12][N:13]=2)[N:6]=1, predict the reactants needed to synthesize it. The reactants are: Cl.Br[C:3]1[C:4]2[N:5]([CH:11]=[CH:12][N:13]=2)[N:6]=[C:7]([Cl:10])[C:8]=1[CH3:9].[CH3:14][CH2:15][O:16][C:17]1[CH:18]=[CH:19][C:20]([NH2:23])=[CH:21][CH:22]=1.COC1C=CC(N)=CC=1.C([O-])([O-])=O.[K+].[K+]. (5) Given the product [CH2:1]([O:5][CH2:6][CH2:7][O:8][C:9]1[CH:10]=[CH:11][C:12]([C:15]2[CH:16]=[CH:17][C:18]3[N:25]([CH2:26][C:27]([CH3:29])=[CH2:28])[CH2:24][CH2:23][CH2:22][C:21]([C:30]([OH:32])=[O:31])=[CH:20][C:19]=3[CH:34]=2)=[CH:13][CH:14]=1)[CH2:2][CH2:3][CH3:4], predict the reactants needed to synthesize it. The reactants are: [CH2:1]([O:5][CH2:6][CH2:7][O:8][C:9]1[CH:14]=[CH:13][C:12]([C:15]2[CH:16]=[CH:17][C:18]3[N:25]([CH2:26][C:27]([CH3:29])=[CH2:28])[CH2:24][CH2:23][CH2:22][C:21]([C:30]([O:32]C)=[O:31])=[CH:20][C:19]=3[CH:34]=2)=[CH:11][CH:10]=1)[CH2:2][CH2:3][CH3:4].O1CCCC1.[OH-].[Na+].Cl.